From a dataset of Catalyst prediction with 721,799 reactions and 888 catalyst types from USPTO. Predict which catalyst facilitates the given reaction. (1) Reactant: Cl[C:2]1[N:3]=[CH:4][C:5]([C:8]([O:10][CH3:11])=[O:9])=[N:6][CH:7]=1.[CH3:12][O-:13].[Na+]. Product: [CH3:12][O:13][C:2]1[N:3]=[CH:4][C:5]([C:8]([O:10][CH3:11])=[O:9])=[N:6][CH:7]=1. The catalyst class is: 24. (2) Reactant: [C:1]([N:8]1[CH2:12][CH2:11][CH:10]=[CH:9]1)([O:3][C:4]([CH3:7])([CH3:6])[CH3:5])=[O:2].ClC1C=CC=C(C(OO)=[O:21])C=1. Product: [C:4]([O:3][C:1]([N:8]1[CH2:12][CH:11]2[CH:10]([O:21]2)[CH2:9]1)=[O:2])([CH3:7])([CH3:6])[CH3:5]. The catalyst class is: 2. (3) Reactant: [F:1][C:2]1([F:17])[CH2:5][C:4]([CH3:16])([C:6]([O:8]CC2C=CC=CC=2)=[O:7])[CH2:3]1.[OH-].[Na+]. Product: [F:1][C:2]1([F:17])[CH2:5][C:4]([CH3:16])([C:6]([OH:8])=[O:7])[CH2:3]1. The catalyst class is: 8. (4) Reactant: Br.Br[C:3]1[S:7][C:6]2=[N:8][CH2:9][CH2:10][N:5]2[C:4]=1[C:11]1[C:20]2[C:15](=[CH:16][CH:17]=[CH:18][CH:19]=2)[CH:14]=[CH:13][CH:12]=1.C([Mg]Cl)C.[CH3:25][S:26]SC. Product: [CH3:25][S:26][C:3]1[S:7][C:6]2=[N:8][CH2:9][CH2:10][N:5]2[C:4]=1[C:11]1[C:20]2[C:15](=[CH:16][CH:17]=[CH:18][CH:19]=2)[CH:14]=[CH:13][CH:12]=1. The catalyst class is: 1. (5) Reactant: [OH:1][CH2:2][C:3]1[CH:8]=[CH:7][C:6]([CH:9]([C:19]([NH:21][C:22]2[CH:23]=[C:24]3[C:29](=[CH:30][CH:31]=2)[CH:28]=[N:27][CH:26]=[CH:25]3)=[O:20])[CH2:10][NH:11][C:12](=[O:18])[O:13][C:14]([CH3:17])([CH3:16])[CH3:15])=[CH:5][CH:4]=1.C(Cl)CCl.[CH:36]1([C:42](O)=[O:43])[CH2:41][CH2:40][CH2:39][CH2:38][CH2:37]1. Product: [CH:36]1([C:42]([O:1][CH2:2][C:3]2[CH:4]=[CH:5][C:6]([CH:9]([CH2:10][NH:11][C:12]([O:13][C:14]([CH3:16])([CH3:17])[CH3:15])=[O:18])[C:19]([NH:21][C:22]3[CH:23]=[C:24]4[C:29](=[CH:30][CH:31]=3)[CH:28]=[N:27][CH:26]=[CH:25]4)=[O:20])=[CH:7][CH:8]=2)=[O:43])[CH2:41][CH2:40][CH2:39][CH2:38][CH2:37]1. The catalyst class is: 383. (6) Reactant: [C:1]([C:5]1[CH:10]=[CH:9][C:8]([CH:11]2[CH2:13][CH:12]2[C:14]([OH:16])=O)=[CH:7][CH:6]=1)([CH3:4])([CH3:3])[CH3:2].C(Cl)(=O)C(Cl)=O.[NH2:23][CH2:24][C:25]([C:27]1[CH:32]=[C:31]([O:33][CH3:34])[CH:30]=[CH:29][C:28]=1[CH3:35])=[O:26].C(N(C(C)C)CC)(C)C. Product: [C:1]([C:5]1[CH:6]=[CH:7][C:8]([CH:11]2[CH2:13][CH:12]2[C:14]([NH:23][CH2:24][C:25]([C:27]2[CH:32]=[C:31]([O:33][CH3:34])[CH:30]=[CH:29][C:28]=2[CH3:35])=[O:26])=[O:16])=[CH:9][CH:10]=1)([CH3:2])([CH3:3])[CH3:4]. The catalyst class is: 306. (7) Product: [NH2:7][C:8]1[CH:9]=[CH:10][CH:11]=[C:12]2[C:16]=1[NH:15][CH:14]=[C:13]2[CH:17]([C:24]1[CH:25]=[CH:26][C:27]([C:30]([F:33])([F:31])[F:32])=[CH:28][CH:29]=1)[CH2:18][CH2:19][OH:20]. Reactant: [H-].[Al+3].[Li+].[H-].[H-].[H-].[NH2:7][C:8]1[CH:9]=[CH:10][CH:11]=[C:12]2[C:16]=1[NH:15][CH:14]=[C:13]2[CH:17]([C:24]1[CH:29]=[CH:28][C:27]([C:30]([F:33])([F:32])[F:31])=[CH:26][CH:25]=1)[CH2:18][C:19](OCC)=[O:20].O. The catalyst class is: 1. (8) Reactant: Br[C:2]1[CH:7]=[CH:6][C:5]([C:8]2[CH:13]=[CH:12][CH:11]=[CH:10][CH:9]=2)=[CH:4][CH:3]=1.BrC1C=CC=CC=1C1C=CC=CC=1.[C:27](=[NH:40])([C:34]1[CH:39]=[CH:38][CH:37]=[CH:36][CH:35]=1)[C:28]1[CH:33]=[CH:32][CH:31]=[CH:30][CH:29]=1.CC(C)([O-])C.[Na+].C1(C(C2C=CC=CC=2)=C(P(C2CCCCC2)C2CCCCC2)C)C=CC=CC=1.[Cl-].[NH4+]. Product: [C:34]1([C:27]([C:28]2[CH:29]=[CH:30][CH:31]=[CH:32][CH:33]=2)=[N:40][C:2]2[CH:7]=[CH:6][C:5]([C:8]3[CH:13]=[CH:12][CH:11]=[CH:10][CH:9]=3)=[CH:4][CH:3]=2)[CH:35]=[CH:36][CH:37]=[CH:38][CH:39]=1. The catalyst class is: 487. (9) Reactant: [Br:1][C:2]1[CH:7]=[CH:6][C:5]([C:8]2[NH:12][C:11](=[O:13])[C:10]3([CH2:18][CH2:17][N:16]([C:19]([O:21][CH3:22])=[O:20])[CH2:15][CH2:14]3)[N:9]=2)=[CH:4][CH:3]=1.Br[CH2:24][C@@H:25]1[CH2:29][CH2:28][N:27]([C:30]([O:32][C:33]([CH3:36])([CH3:35])[CH3:34])=[O:31])[CH2:26]1.C([O-])([O-])=O.[Cs+].[Cs+]. Product: [Br:1][C:2]1[CH:7]=[CH:6][C:5]([C:8]2[N:12]([CH2:24][C@@H:25]3[CH2:29][CH2:28][N:27]([C:30]([O:32][C:33]([CH3:34])([CH3:36])[CH3:35])=[O:31])[CH2:26]3)[C:11](=[O:13])[C:10]3([CH2:14][CH2:15][N:16]([C:19]([O:21][CH3:22])=[O:20])[CH2:17][CH2:18]3)[N:9]=2)=[CH:4][CH:3]=1. The catalyst class is: 3. (10) Reactant: Br[C:2]1[CH:7]=[CH:6][C:5]([CH:8]([N:10]([CH3:12])[CH3:11])[CH3:9])=[CH:4][CH:3]=1.CC([O-])=O.[K+].[CH3:18][C:19]1([CH3:35])[C:23]([CH3:25])([CH3:24])[O:22][B:21]([B:21]2[O:22][C:23]([CH3:25])([CH3:24])[C:19]([CH3:35])([CH3:18])[O:20]2)[O:20]1.O. Product: [CH3:11][N:10]([CH3:12])[CH:8]([C:5]1[CH:6]=[CH:7][C:2]([B:21]2[O:22][C:23]([CH3:25])([CH3:24])[C:19]([CH3:35])([CH3:18])[O:20]2)=[CH:3][CH:4]=1)[CH3:9]. The catalyst class is: 75.